From a dataset of NCI-60 drug combinations with 297,098 pairs across 59 cell lines. Regression. Given two drug SMILES strings and cell line genomic features, predict the synergy score measuring deviation from expected non-interaction effect. (1) Drug 1: CC1=C(C=C(C=C1)NC(=O)C2=CC=C(C=C2)CN3CCN(CC3)C)NC4=NC=CC(=N4)C5=CN=CC=C5. Synergy scores: CSS=-5.66, Synergy_ZIP=1.29, Synergy_Bliss=-2.93, Synergy_Loewe=-8.40, Synergy_HSA=-8.85. Cell line: HCT116. Drug 2: COC1=NC(=NC2=C1N=CN2C3C(C(C(O3)CO)O)O)N. (2) Drug 1: C1=NC2=C(N1)C(=S)N=C(N2)N. Drug 2: CC1=CC=C(C=C1)C2=CC(=NN2C3=CC=C(C=C3)S(=O)(=O)N)C(F)(F)F. Cell line: T-47D. Synergy scores: CSS=13.5, Synergy_ZIP=-7.92, Synergy_Bliss=-1.11, Synergy_Loewe=-1.76, Synergy_HSA=-1.35. (3) Drug 1: CCC1=CC2CC(C3=C(CN(C2)C1)C4=CC=CC=C4N3)(C5=C(C=C6C(=C5)C78CCN9C7C(C=CC9)(C(C(C8N6C)(C(=O)OC)O)OC(=O)C)CC)OC)C(=O)OC.C(C(C(=O)O)O)(C(=O)O)O. Drug 2: C1C(C(OC1N2C=NC3=C2NC=NCC3O)CO)O. Cell line: UACC62. Synergy scores: CSS=41.9, Synergy_ZIP=-3.78, Synergy_Bliss=-5.55, Synergy_Loewe=-53.7, Synergy_HSA=-5.24. (4) Drug 2: C(CCl)NC(=O)N(CCCl)N=O. Cell line: MALME-3M. Synergy scores: CSS=38.2, Synergy_ZIP=7.56, Synergy_Bliss=7.93, Synergy_Loewe=2.70, Synergy_HSA=6.65. Drug 1: C1=C(C(=O)NC(=O)N1)F.